This data is from Experimentally validated miRNA-target interactions with 360,000+ pairs, plus equal number of negative samples. The task is: Binary Classification. Given a miRNA mature sequence and a target amino acid sequence, predict their likelihood of interaction. (1) The miRNA is cel-miR-239b-5p with sequence UUUGUACUACACAAAAGUACUG. The protein sequence of the target gene is MASEIHMTGPMCLIENTNGRLMANPEALKILSAITQPMVVVAIVGLYRTGKSYLMNKLAGKKKGFSLGSTVQSHTKGIWMWCVPHPKKPGHILVLLDTEGLGDVEKGDNQNDSWIFALAVLLSSTFVYNSIGTINQQAMDQLYYVTELTHRIRSKSSPDENENEVEDSADFVSFFPDFVWTLRDFSLDLEADGQPLTPDEYLTYSLKLKKGTSQKDETFNLPRLCIRKFFPKKKCFVFDRPVHRRKLAQLEKLQDEELDPEFVQQVADFCSYIFSNSKTKTLSGGIQVNGPRLESLVLTY.... Result: 0 (no interaction). (2) The protein sequence of the target gene is MRAKWRKKRMRRLKRKRRKMRQRSK. The miRNA is hsa-miR-323b-5p with sequence AGGUUGUCCGUGGUGAGUUCGCA. Result: 1 (interaction). (3) The miRNA is hsa-miR-8052 with sequence CGGGACUGUAGAGGGCAUGAGC. The protein sequence of the target gene is MRLIRNIYIFCSIVMTAEGDAPELPEERELMTNCSNMSLRKVPADLTPATTTLDLSYNLLFQLQSSDFHSVSKLRVLILCHNRIQQLDLKTFEFNKELRYLDLSNNRLKSVTWYLLAGLRYLDLSFNDFDTMPICEEAGNMSHLEILGLSGAKIQKSDFQKIAHLHLNTVFLGFRTLPHYEEGSLPILNTTKLHIVLPMDTNFWVLLRDGIKTSKILEMTNIDGKSQFVSYEMQRNLSLENAKTSVLLLNKVDLLWDDLFLILQFVWHTSVEHFQIRNVTFGGKAYLDHNSFDYSNTVMR.... Result: 1 (interaction). (4) Result: 0 (no interaction). The miRNA is mmu-miR-700-3p with sequence CACGCGGGAACCGAGUCCACC. The protein sequence of the target gene is MDYRRLLMSRVVPGQFDDADSSDSENRDLKTVKEKDDILFEDLQDNVNENGEGEIEDEEEEGYDDDDDDWDWDEGVGKLAKGYVWNGGSNPQANRQTSDSSSAKMSTPADKVLRKFENKINLDKLNVTDSVINKVTEKSRQKEADMYRIKDKADRATVEQVLDPRTRMILFKMLTRGIITEINGCISTGKEANVYHASTANGESRAIKIYKTSILVFKDRDKYVSGEFRFRHGYCKGNPRKMVKTWAEKEMRNLIRLNTAEIPCPEPIMLRSHVLVMSFIGKDDMPAPLLKNVQLSESKA.... (5) The miRNA is hsa-miR-2276-5p with sequence GCCCUCUGUCACCUUGCAGACG. The protein sequence of the target gene is MPLFFRKRKPSEEARKRLEYQMCLAKEAGADDILDISKCELSEIPFGAFATCKVLQKKVLIVHTNHLTSLLPKSCSLLSLATIKVLDLHDNQLTALPDDLGQLTALQVLNVERNQLMQLPRSIGNLTQLQTLNVKDNKLKELPDTVGELRSLRTLNISGNEIQRLPQMLAHVRTLEMLSLDASAMVYPPREVCGAGTAAILQFLCKESGLEYYPPSQYLLPILEQDGIENSRDSPDGPTDRFSREELEWQNRFSDYEKRKEQKMLEKLEFERRLELGQREHTQLLQQSSSQKDEILQTVK.... Result: 0 (no interaction). (6) The miRNA is bta-miR-10a with sequence UACCCUGUAGAUCCGAAUUUGUG. The protein sequence of the target gene is MAASISGYTFSAVCFHSANSNADHEGFLLGEVRQEETFSISDSQISNTEFLQVIEIHNHQPCSQLFSFYDYASKVNEESLDRILKDRRKKVIGWYRFRRNTQQQMSYREQVIHKQLTRILGVPDLVFLLFSFISTANNSTHALEYVLFRPNRRYNQRISLAIPNLGNTSQQEYKVSSVPNTSQSYAKVIKEHGTDFFDKDGVMKDIRAIYQVYNALQEKVQAVCADVEKSERVVESCQAEVNKLRRQITQKKNEKEQERRLQQALLSRQMPSESLEPAFSPRMSYSGFSAEGRSTLAETE.... Result: 0 (no interaction).